Dataset: Full USPTO retrosynthesis dataset with 1.9M reactions from patents (1976-2016). Task: Predict the reactants needed to synthesize the given product. (1) Given the product [CH3:16][O:15][C:13]([C:9]1[O:10][CH:11]=[CH:12][C:8]=1[CH2:7][N:29]1[C:28](=[O:30])[C:27]2=[CH:31][CH:32]=[CH:33][CH:34]=[C:26]2[C:25]1=[O:35])=[O:14], predict the reactants needed to synthesize it. The reactants are: CS(Cl)(=O)=O.O[CH2:7][C:8]1[CH:12]=[CH:11][O:10][C:9]=1[C:13]([O:15][CH3:16])=[O:14].C(N(CC)CC)C.[K].[C:25]1(=[O:35])[NH:29][C:28](=[O:30])[C:27]2=[CH:31][CH:32]=[CH:33][CH:34]=[C:26]12. (2) Given the product [C:34]([O:37][CH2:38][C:39]([NH:1][C:2]1[CH:7]=[CH:6][C:5]([S:8]([N:11]([C:13]2[CH:33]=[CH:32][C:16]3[N:17]([CH2:25][CH:26]4[CH2:27][CH2:28][O:29][CH2:30][CH2:31]4)[C:18]([C:20]([O:23][CH3:24])([CH3:22])[CH3:21])=[N:19][C:15]=3[CH:14]=2)[CH3:12])(=[O:10])=[O:9])=[CH:4][CH:3]=1)=[O:40])(=[O:36])[CH3:35], predict the reactants needed to synthesize it. The reactants are: [NH2:1][C:2]1[CH:7]=[CH:6][C:5]([S:8]([N:11]([C:13]2[CH:33]=[CH:32][C:16]3[N:17]([CH2:25][CH:26]4[CH2:31][CH2:30][O:29][CH2:28][CH2:27]4)[C:18]([C:20]([O:23][CH3:24])([CH3:22])[CH3:21])=[N:19][C:15]=3[CH:14]=2)[CH3:12])(=[O:10])=[O:9])=[CH:4][CH:3]=1.[C:34]([O:37][CH2:38][C:39](Cl)=[O:40])(=[O:36])[CH3:35]. (3) The reactants are: [C:1]([O:5][C:6]([N:8]1[CH2:13][CH2:12][C:11]([C:17]2[CH:22]=[CH:21][CH:20]=[CH:19][CH:18]=2)([C:14](O)=[O:15])[CH2:10][CH2:9]1)=[O:7])([CH3:4])([CH3:3])[CH3:2].ClC(OCC)=O.[BH4-].[Na+].[OH-].[Na+]. Given the product [C:1]([O:5][C:6]([N:8]1[CH2:13][CH2:12][C:11]([CH2:14][OH:15])([C:17]2[CH:18]=[CH:19][CH:20]=[CH:21][CH:22]=2)[CH2:10][CH2:9]1)=[O:7])([CH3:4])([CH3:3])[CH3:2], predict the reactants needed to synthesize it. (4) Given the product [CH2:1]([C:3]1[CH:10]=[CH:9][C:6]([CH2:7][CH:12]([C:11]#[N:15])[C:13]#[N:14])=[CH:5][CH:4]=1)[CH3:2], predict the reactants needed to synthesize it. The reactants are: [CH2:1]([C:3]1[CH:10]=[CH:9][C:6]([CH2:7]Br)=[CH:5][CH:4]=1)[CH3:2].[C:11](#[N:15])[CH2:12][C:13]#[N:14].C(=O)([O-])[O-].[K+].[K+].O. (5) Given the product [CH:2]1([CH2:8][NH:9][C:10]([C:12]2([CH2:18][C:19]3[CH:24]=[CH:23][C:22]([C:25](=[O:27])[NH2:26])=[CH:21][CH:20]=3)[CH2:13][CH2:14][N:15]([C:37](=[O:38])[C@@H:36]([NH2:35])[CH2:40][C:41]3[S:42][CH:43]=[CH:44][CH:45]=3)[CH2:16][CH2:17]2)=[O:11])[CH2:7][CH2:6][CH2:5][CH2:4][CH2:3]1, predict the reactants needed to synthesize it. The reactants are: Cl.[CH:2]1([CH2:8][NH:9][C:10]([C:12]2([CH2:18][C:19]3[CH:24]=[CH:23][C:22]([C:25](=[O:27])[NH2:26])=[CH:21][CH:20]=3)[CH2:17][CH2:16][NH:15][CH2:14][CH2:13]2)=[O:11])[CH2:7][CH2:6][CH2:5][CH2:4][CH2:3]1.C(OC([NH:35][C@@H:36]([CH2:40][C:41]1[S:42][CH:43]=[CH:44][CH:45]=1)[C:37](O)=[O:38])=O)(C)(C)C.C(N(C(C)C)CC)(C)C.CN(C(ON1N=NC2C=CC=CC1=2)=[N+](C)C)C.F[P-](F)(F)(F)(F)F. (6) The reactants are: C(NC(C)C)(C)C.C([Li])CCC.C[Si]([CH2:17][C:18]([O:20][CH2:21][CH3:22])=[O:19])(C)C.[Si]([O:30][C@H:31]1[C:36](=[CH2:37])[C@H:35]([O:38][Si:39]([C:52]([CH3:55])([CH3:54])[CH3:53])([C:46]2[CH:51]=[CH:50][CH:49]=[CH:48][CH:47]=2)[C:40]2[CH:45]=[CH:44][CH:43]=[CH:42][CH:41]=2)[CH2:34][C:33](=O)[CH2:32]1)(C(C)(C)C)(C)C. Given the product [Si:39]([O:38][C@H:35]1[C:36](=[CH2:37])[C@H:31]([OH:30])[CH2:32]/[C:33](=[CH:17]\[C:18]([O:20][CH2:21][CH3:22])=[O:19])/[CH2:34]1)([C:52]([CH3:55])([CH3:54])[CH3:53])([C:46]1[CH:51]=[CH:50][CH:49]=[CH:48][CH:47]=1)[C:40]1[CH:41]=[CH:42][CH:43]=[CH:44][CH:45]=1, predict the reactants needed to synthesize it.